This data is from Catalyst prediction with 721,799 reactions and 888 catalyst types from USPTO. The task is: Predict which catalyst facilitates the given reaction. (1) Reactant: [N:1]([C:4]1[CH:9]=[C:8]([CH3:10])[C:7]([C:11]2[C:15](=[O:16])[CH2:14][CH:13]([CH2:17][CH2:18][NH:19][C:20]([C:22]3[CH:27]=[CH:26][CH:25]=[CH:24][N:23]=3)=[O:21])[C:12]=2[O:28][CH3:29])=[C:6]([CH3:30])[CH:5]=1)=[N+:2]=[N-:3].C(N(CC)C(C)C)(C)C.[C:40]([Si:42]([CH3:45])([CH3:44])[CH3:43])#[CH:41]. Product: [CH3:30][C:6]1[CH:5]=[C:4]([N:1]2[CH:41]=[C:40]([Si:42]([CH3:45])([CH3:44])[CH3:43])[N:3]=[N:2]2)[CH:9]=[C:8]([CH3:10])[C:7]=1[C:11]1[C:15](=[O:16])[CH2:14][CH:13]([CH2:17][CH2:18][NH:19][C:20]([C:22]2[CH:27]=[CH:26][CH:25]=[CH:24][N:23]=2)=[O:21])[C:12]=1[O:28][CH3:29]. The catalyst class is: 1. (2) Reactant: [CH3:1][O:2][C:3]1[CH:8]=[CH:7][C:6]([CH2:9][CH2:10][NH2:11])=[CH:5][CH:4]=1.[N:12]([C:15]1[CH:23]=[CH:22][C:18]([C:19](O)=[O:20])=[CH:17][CH:16]=1)=[N+:13]=[N-:14].Cl.CN(C)CCCN=C=NCC. Product: [N:12]([C:15]1[CH:16]=[CH:17][C:18]([C:19]([NH:11][CH2:10][CH2:9][C:6]2[CH:7]=[CH:8][C:3]([O:2][CH3:1])=[CH:4][CH:5]=2)=[O:20])=[CH:22][CH:23]=1)=[N+:13]=[N-:14]. The catalyst class is: 1. (3) Reactant: [CH3:1][C:2]1[O:10][C:5]2=[N:6][CH:7]=[CH:8][CH:9]=[C:4]2[CH:3]=1.[Br:11]Br. Product: [Br:11][C:3]1[C:4]2[C:5](=[N:6][CH:7]=[CH:8][CH:9]=2)[O:10][C:2]=1[CH3:1]. The catalyst class is: 4. (4) Reactant: [CH3:1][CH:2]([N:4]1[C:8]([C:9]2[CH2:14][CH2:13][O:12][CH2:11][C:10]=2[C:15](OCC)=[O:16])=[CH:7][CH:6]=[N:5]1)[CH3:3].[H-].[H-].[H-].[H-].[Li+].[Al+3]. Product: [CH3:3][CH:2]([N:4]1[C:8]([C:9]2[CH2:14][CH2:13][O:12][CH2:11][C:10]=2[CH2:15][OH:16])=[CH:7][CH:6]=[N:5]1)[CH3:1]. The catalyst class is: 7.